This data is from Reaction yield outcomes from USPTO patents with 853,638 reactions. The task is: Predict the reaction yield, written as a fraction of the theoretical maximum amount of product (1.0 means a 100% yield; for example, 0.34 means a 34% yield). (1) The reactants are [Cl-].[Ce+3].[Cl-].[Cl-].[BH4-:5].[Na+].[C:7]1([CH3:22])[CH:12]=[CH:11][CH:10]=[C:9]([PH:13](=O)[C:14]2[CH:15]=[C:16]([CH3:20])[CH:17]=[CH:18][CH:19]=2)[CH:8]=1.[H-].[Al+3].[Li+].[H-].[H-].[H-].Cl. The catalyst is C1COCC1.C1(C)C=CC=CC=1.O. The product is [C:16]1([CH3:20])[CH:17]=[CH:18][CH:19]=[C:14]([PH:13][C:9]2[CH:8]=[C:7]([CH3:22])[CH:12]=[CH:11][CH:10]=2)[CH:15]=1.[BH3:5]. The yield is 0.210. (2) The reactants are Cl.C[O:3][C:4](=[O:39])[C:5]1[CH:10]=[CH:9][C:8]([CH2:11][O:12][C:13]2[CH:18]=[CH:17][C:16]([CH2:19][C@H:20]([NH2:38])[C:21]3[N:22]([CH2:34][CH2:35][CH2:36][CH3:37])[CH:23]=[C:24]([C:26]4[CH:31]=[CH:30][C:29]([Cl:32])=[CH:28][C:27]=4[Cl:33])[N:25]=3)=[CH:15][CH:14]=2)=[CH:7][CH:6]=1.[CH3:40][O:41][C:42]1[CH:47]=[CH:46][C:45]([S:48](Cl)(=[O:50])=[O:49])=[CH:44][CH:43]=1. No catalyst specified. The product is [CH2:34]([N:22]1[CH:23]=[C:24]([C:26]2[CH:31]=[CH:30][C:29]([Cl:32])=[CH:28][C:27]=2[Cl:33])[N:25]=[C:21]1[C@@H:20]([NH:38][S:48]([C:45]1[CH:44]=[CH:43][C:42]([O:41][CH3:40])=[CH:47][CH:46]=1)(=[O:50])=[O:49])[CH2:19][C:16]1[CH:15]=[CH:14][C:13]([O:12][CH2:11][C:8]2[CH:7]=[CH:6][C:5]([C:4]([OH:3])=[O:39])=[CH:10][CH:9]=2)=[CH:18][CH:17]=1)[CH2:35][CH2:36][CH3:37]. The yield is 0.660.